From a dataset of Forward reaction prediction with 1.9M reactions from USPTO patents (1976-2016). Predict the product of the given reaction. (1) Given the reactants [Cl:1][C:2]1[CH:3]=[N:4][CH:5]=[C:6]([Cl:27])[C:7]=1[NH:8][C:9]([C:11]1[C:19]2[C:18]3[CH:20]=[C:21]([NH2:24])[CH:22]=[CH:23][C:17]=3[O:16][C:15]=2[C:14]([O:25][CH3:26])=[CH:13][CH:12]=1)=[O:10].[F:28][C:29]([F:40])([F:39])[C:30](O[C:30](=[O:31])[C:29]([F:40])([F:39])[F:28])=[O:31].N1C=CC=CC=1, predict the reaction product. The product is: [Cl:1][C:2]1[CH:3]=[N:4][CH:5]=[C:6]([Cl:27])[C:7]=1[NH:8][C:9]([C:11]1[C:19]2[C:18]3[CH:20]=[C:21]([NH:24][C:30](=[O:31])[C:29]([F:40])([F:39])[F:28])[CH:22]=[CH:23][C:17]=3[O:16][C:15]=2[C:14]([O:25][CH3:26])=[CH:13][CH:12]=1)=[O:10]. (2) Given the reactants [C:1]([C:4]1[C:12]2[N:11]=[C:10]([C:13]3[CH:18]=[CH:17][C:16]([CH:19]4[CH2:24][CH2:23][N:22](C(OC(C)(C)C)=O)[CH2:21][CH2:20]4)=[CH:15][CH:14]=3)[NH:9][C:8]=2[CH:7]=[C:6]([F:32])[CH:5]=1)(=[O:3])[NH2:2].FC(F)(F)C(O)=O, predict the reaction product. The product is: [F:32][C:6]1[CH:5]=[C:4]([C:1]([NH2:2])=[O:3])[C:12]2[N:11]=[C:10]([C:13]3[CH:18]=[CH:17][C:16]([CH:19]4[CH2:20][CH2:21][NH:22][CH2:23][CH2:24]4)=[CH:15][CH:14]=3)[NH:9][C:8]=2[CH:7]=1. (3) Given the reactants [Br:1][C:2]1[N:3]=[CH:4][C:5]([NH2:8])=[N:6][CH:7]=1.N1C=CC=CC=1.[C:15](Cl)(=[O:17])[CH3:16], predict the reaction product. The product is: [Br:1][C:2]1[N:3]=[CH:4][C:5]([NH:8][C:15](=[O:17])[CH3:16])=[N:6][CH:7]=1.